Dataset: hERG potassium channel inhibition data for cardiac toxicity prediction from Karim et al.. Task: Regression/Classification. Given a drug SMILES string, predict its toxicity properties. Task type varies by dataset: regression for continuous values (e.g., LD50, hERG inhibition percentage) or binary classification for toxic/non-toxic outcomes (e.g., AMES mutagenicity, cardiotoxicity, hepatotoxicity). Dataset: herg_karim. (1) The result is 0 (non-blocker). The drug is C[C@@H](C1CCC(N(C)C(=O)C2CC2)CC1)[C@H](N)C(=O)N1CC[C@H](F)C1.Cl. (2) The compound is C(#Cc1cc(-c2n[nH]c3c2Cc2cc(Cn4cccn4)ccc2-3)cs1)COc1ccccc1. The result is 0 (non-blocker). (3) The drug is Fc1ccc(-c2[nH]c3cc(F)ccc3c2[C@@H]2CNCC[C@H]2F)cc1. The result is 1 (blocker). (4) The drug is COc1ccc2ncc(F)c(C(CC34CCC(NCc5ccc6c(n5)NC(=O)CO6)(CC3)CO4)C(=O)O)c2n1. The result is 1 (blocker). (5) The compound is C[C@@H]1c2ncn(-c3ncc(F)cn3)c2CCN1C(=O)c1cccc(C(F)(F)F)c1Cl. The result is 0 (non-blocker).